Dataset: Catalyst prediction with 721,799 reactions and 888 catalyst types from USPTO. Task: Predict which catalyst facilitates the given reaction. (1) Reactant: [C:1]([N:8]1[CH2:13][CH2:12][NH:11][CH2:10][CH2:9]1)([O:3][C:4]([CH3:7])([CH3:6])[CH3:5])=[O:2].Cl[CH2:15][C:16]([N:18]([CH3:20])[CH3:19])=[O:17].C(N(CC)CC)C. Product: [C:4]([O:3][C:1]([N:8]1[CH2:9][CH2:10][N:11]([CH2:15][C:16](=[O:17])[N:18]([CH3:20])[CH3:19])[CH2:12][CH2:13]1)=[O:2])([CH3:7])([CH3:6])[CH3:5]. The catalyst class is: 452. (2) Reactant: [CH2:1]([O:8]N)[C:2]1[CH:7]=[CH:6][CH:5]=[CH:4][CH:3]=1.Cl.C(Cl)Cl.[BH3-][C:15]#[N:16].[Na+].Cl.N1[CH:24]=[CH:23][CH:22]=[CH:21][CH:20]=1. Product: [CH2:1]([O:8][NH:16][CH2:15][C:20]1[C:6]2[C:24](=[CH:4][CH:3]=[CH:2][CH:7]=2)[CH:23]=[CH:22][CH:21]=1)[C:2]1[CH:7]=[CH:6][CH:5]=[CH:4][CH:3]=1. The catalyst class is: 14. (3) Reactant: [Cl:1][C:2]1[CH:27]=[C:26]([Cl:28])[CH:25]=[CH:24][C:3]=1[CH2:4][NH:5][C:6]1[N:11]2[N:12]=[CH:13][CH:14]=[C:10]2[N:9]=[C:8]([C:15]2[CH:23]=[CH:22][C:18]([C:19]([OH:21])=O)=[CH:17][CH:16]=2)[CH:7]=1.[CH3:29][N:30]1[CH2:35][CH2:34][NH:33][CH2:32][CH2:31]1.C(OP(C#N)(=O)OCC)C.C(N(CC)CC)C. Product: [Cl:1][C:2]1[CH:27]=[C:26]([Cl:28])[CH:25]=[CH:24][C:3]=1[CH2:4][NH:5][C:6]1[N:11]2[N:12]=[CH:13][CH:14]=[C:10]2[N:9]=[C:8]([C:15]2[CH:23]=[CH:22][C:18]([C:19]([N:33]3[CH2:34][CH2:35][N:30]([CH3:29])[CH2:31][CH2:32]3)=[O:21])=[CH:17][CH:16]=2)[CH:7]=1. The catalyst class is: 39.